This data is from Forward reaction prediction with 1.9M reactions from USPTO patents (1976-2016). The task is: Predict the product of the given reaction. (1) The product is: [O:25]1[C:22]2[CH:23]=[CH:24][CH:19]=[CH:20][C:21]=2[N:26]=[CH:27]1. Given the reactants [NH2:26][C:21]1[CH:20]=[C:19](C23CC4CC(CC([C:19]5[CH:24]=[CH:23][C:22]([OH:25])=[C:21]([NH2:26])[CH:20]=5)(C4)C2)C3)[CH:24]=[CH:23][C:22]=1[OH:25].[C:27]1(C#CC2C=C(C(Cl)=O)C=C(C=2)C(Cl)=O)C=CC=CC=1, predict the reaction product. (2) Given the reactants [C:1]1([S:7]([C:10]2[CH:11]=[C:12]3[C:17](=[CH:18][CH:19]=2)[CH:16]([CH2:20][CH2:21]OS(C)(=O)=O)[CH2:15][CH2:14][CH2:13]3)(=[O:9])=[O:8])[CH:6]=[CH:5][CH:4]=[CH:3][CH:2]=1.[I-].[K+].[N-:29]=[N+]=[N-].[Na+].[H-].[Al+3].[Li+].[H-].[H-].[H-].C1COCC1.[ClH:44], predict the reaction product. The product is: [ClH:44].[C:1]1([S:7]([C:10]2[CH:11]=[C:12]3[C:17](=[CH:18][CH:19]=2)[CH:16]([CH2:20][CH2:21][NH2:29])[CH2:15][CH2:14][CH2:13]3)(=[O:9])=[O:8])[CH:6]=[CH:5][CH:4]=[CH:3][CH:2]=1. (3) Given the reactants Cl.[NH:2]1[CH2:7][CH2:6][C:5](=[CH:8][C:9]2[CH:10]=[C:11]([CH:23]=[CH:24][CH:25]=2)[O:12][C:13]2[CH:18]=[CH:17][C:16]([C:19]([F:22])([F:21])[F:20])=[CH:15][N:14]=2)[CH2:4][CH2:3]1.[CH:26]1([C:29]2[S:33][C:32]([NH:34][C:35](=O)[O:36]C3C=CC=CC=3)=[N:31][N:30]=2)[CH2:28][CH2:27]1.C(N(CC)CC)C.O, predict the reaction product. The product is: [CH:26]1([C:29]2[S:33][C:32]([NH:34][C:35]([N:2]3[CH2:7][CH2:6][C:5](=[CH:8][C:9]4[CH:25]=[CH:24][CH:23]=[C:11]([O:12][C:13]5[CH:18]=[CH:17][C:16]([C:19]([F:22])([F:20])[F:21])=[CH:15][N:14]=5)[CH:10]=4)[CH2:4][CH2:3]3)=[O:36])=[N:31][N:30]=2)[CH2:28][CH2:27]1. (4) Given the reactants [Br:1][C:2]1[CH:7]=[CH:6][C:5]([CH2:8]O)=[CH:4][C:3]=1[O:10][CH3:11].C(N(CC)C(C)C)(C)C.CS([Cl:25])(=O)=O.C(=O)(O)[O-].[Na+], predict the reaction product. The product is: [Br:1][C:2]1[CH:7]=[CH:6][C:5]([CH2:8][Cl:25])=[CH:4][C:3]=1[O:10][CH3:11]. (5) Given the reactants [O:1]=[C:2]1[CH2:7][CH2:6][N:5]([C:8]([O:10][C:11]([CH3:14])([CH3:13])[CH3:12])=[O:9])[CH2:4][CH2:3]1.[Li+].C[Si]([N-][Si](C)(C)C)(C)C.[CH3:25][C:26]([CH3:31])([CH3:30])[C:27](Cl)=[O:28], predict the reaction product. The product is: [CH3:25][C:26]([CH3:31])([CH3:30])[C:27]([CH:7]1[C:2](=[O:1])[CH2:3][CH2:4][N:5]([C:8]([O:10][C:11]([CH3:14])([CH3:13])[CH3:12])=[O:9])[CH2:6]1)=[O:28]. (6) Given the reactants Cl[C:2]1[N:7]=[C:6]([C:8]2[N:12]3[CH:13]=[CH:14][CH:15]=[CH:16][C:11]3=[N:10][C:9]=2[C:17]2[CH:18]=[CH:19][C:20]([O:34][CH:35]([CH3:37])[CH3:36])=[C:21]([CH:33]=2)[C:22]([NH:24][C:25]2[C:30]([F:31])=[CH:29][CH:28]=[CH:27][C:26]=2[F:32])=[O:23])[CH:5]=[CH:4][N:3]=1.[CH3:38][O:39][C:40]1[CH:46]=[C:45]([CH2:47][CH2:48][N:49]2[CH2:54][CH2:53][N:52]([CH3:55])[CH2:51][CH2:50]2)[CH:44]=[CH:43][C:41]=1[NH2:42], predict the reaction product. The product is: [F:32][C:26]1[CH:27]=[CH:28][CH:29]=[C:30]([F:31])[C:25]=1[NH:24][C:22](=[O:23])[C:21]1[CH:33]=[C:17]([C:9]2[N:10]=[C:11]3[CH:16]=[CH:15][CH:14]=[CH:13][N:12]3[C:8]=2[C:6]2[CH:5]=[CH:4][N:3]=[C:2]([NH:42][C:41]3[CH:43]=[CH:44][C:45]([CH2:47][CH2:48][N:49]4[CH2:50][CH2:51][N:52]([CH3:55])[CH2:53][CH2:54]4)=[CH:46][C:40]=3[O:39][CH3:38])[N:7]=2)[CH:18]=[CH:19][C:20]=1[O:34][CH:35]([CH3:37])[CH3:36]. (7) Given the reactants [CH3:1][O:2][C:3]1[CH:8]=[C:7]([O:9][CH3:10])[CH:6]=[C:5]([O:11][CH3:12])[C:4]=1[CH2:13][CH2:14][NH2:15].[CH3:16][O:17][C:18]1[CH:26]=[CH:25][C:21]([C:22](O)=[O:23])=[CH:20][C:19]=1[N+:27]([O-:29])=[O:28], predict the reaction product. The product is: [CH3:16][O:17][C:18]1[CH:26]=[CH:25][C:21]([C:22]([NH:15][CH2:14][CH2:13][C:4]2[C:5]([O:11][CH3:12])=[CH:6][C:7]([O:9][CH3:10])=[CH:8][C:3]=2[O:2][CH3:1])=[O:23])=[CH:20][C:19]=1[N+:27]([O-:29])=[O:28].